This data is from Reaction yield outcomes from USPTO patents with 853,638 reactions. The task is: Predict the reaction yield, written as a fraction of the theoretical maximum amount of product (1.0 means a 100% yield; for example, 0.34 means a 34% yield). (1) The reactants are [Cl-].[CH3:2][O:3][C:4](=[O:14])[CH2:5][CH2:6][CH2:7][CH2:8][CH2:9][CH2:10][C:11]([OH:13])=O.[C:23]1(N([C:23]2[CH:28]=[CH:27][CH:26]=[CH:25][CH:24]=2)C)[CH:28]=[CH:27][CH:26]=[CH:25][CH:24]=1.[C:29](#[N:31])[CH3:30]. The catalyst is C([O-])(O)=O.[Na+].C(OCC)(=O)C. The product is [CH3:2][O:3][C:4](=[O:14])[CH2:5][CH2:6][CH2:7][CH2:8][CH2:9][CH2:10][C:11](=[O:13])[NH:31][CH:29]([C:23]1[CH:24]=[CH:25][CH:26]=[CH:27][CH:28]=1)[C:30]1[CH:8]=[CH:7][CH:6]=[CH:5][CH:4]=1. The yield is 0.700. (2) The reactants are [CH3:1][C:2]1([CH3:18])[O:6][CH:5]([CH2:7][O:8][C:9]2[CH:17]=[CH:16][C:12]([C:13](Cl)=[O:14])=[CH:11][CH:10]=2)[CH2:4][O:3]1.[Cl:19][C:20]1[CH:21]=[C:22]([CH:27]=[CH:28][C:29]=1[O:30][CH:31]([CH3:33])[CH3:32])/[C:23](=[N:25]/O)/[NH2:24]. The catalyst is N1C=CC=CC=1. The product is [Cl:19][C:20]1[CH:21]=[C:22]([C:23]2[N:25]=[C:13]([C:12]3[CH:16]=[CH:17][C:9]([O:8][CH2:7][CH:5]4[CH2:4][O:3][C:2]([CH3:18])([CH3:1])[O:6]4)=[CH:10][CH:11]=3)[O:14][N:24]=2)[CH:27]=[CH:28][C:29]=1[O:30][CH:31]([CH3:33])[CH3:32]. The yield is 0.567. (3) The reactants are I[C:2]1[CH:3]=[N:4][N:5]([CH2:7][C:8]([F:11])([F:10])[F:9])[CH:6]=1.[Si:12]([C:16]#[CH:17])([CH3:15])([CH3:14])[CH3:13].C(NC(C)C)(C)C.C1(P(C2C=CC=CC=2)C2C=CC=CC=2)C=CC=CC=1. The catalyst is CN(C=O)C.[Cu]I. The product is [F:9][C:8]([F:11])([F:10])[CH2:7][N:5]1[CH:6]=[C:2]([C:17]#[C:16][Si:12]([CH3:15])([CH3:14])[CH3:13])[CH:3]=[N:4]1. The yield is 0.970. (4) The reactants are Br[C:2]1[C:7]2[N:8]=[C:9]([C:11]3[CH:16]=[CH:15][C:14]([O:17][CH3:18])=[CH:13][CH:12]=3)[S:10][C:6]=2[CH:5]=[C:4]([O:19][CH3:20])[CH:3]=1.[I-:21].[K+].Cl. The catalyst is CS(C)=O.[Cu]I. The product is [I:21][C:2]1[C:7]2[N:8]=[C:9]([C:11]3[CH:16]=[CH:15][C:14]([O:17][CH3:18])=[CH:13][CH:12]=3)[S:10][C:6]=2[CH:5]=[C:4]([O:19][CH3:20])[CH:3]=1. The yield is 0.890. (5) The reactants are [CH3:1][C:2]([C:5]1[CH:6]=[CH:7][C:8]([CH:11]([OH:35])[CH2:12][CH2:13][CH2:14][N:15]2[CH2:20][CH2:19][CH:18]([C:21]([OH:34])([C:28]3[CH:29]=[CH:30][CH:31]=[CH:32][CH:33]=3)[C:22]3[CH:23]=[CH:24][CH:25]=[CH:26][CH:27]=3)[CH2:17][CH2:16]2)=[CH:9][CH:10]=1)([CH3:4])[CH3:3].[CH3:4][C:2]([C:5]1[CH:6]=[CH:7][C:8]([CH:11]([OH:35])[CH2:12][CH2:13][CH2:14][N:15]2[CH2:20][CH2:19][CH:18]([C:21]([OH:34])([C:28]3[CH:33]=[CH:32][CH:31]=[CH:30][CH:29]=3)[C:22]3[CH:27]=[CH:26][CH:25]=[CH:24][CH:23]=3)[CH2:17][CH2:16]2)=[CH:9][CH:10]=1)([CH3:1])[CH3:3].C1C=C2C=CC3OP(O)(=O)OC4C=CC5C(C=4C=3C2=CC=1)=CC=CC=5. The catalyst is CO. The product is [CH3:4][C:2]([C:5]1[CH:6]=[CH:7][C:8]([C@H:11]([OH:35])[CH2:12][CH2:13][CH2:14][N:15]2[CH2:20][CH2:19][CH:18]([C:21]([OH:34])([C:28]3[CH:33]=[CH:32][CH:31]=[CH:30][CH:29]=3)[C:22]3[CH:27]=[CH:26][CH:25]=[CH:24][CH:23]=3)[CH2:17][CH2:16]2)=[CH:9][CH:10]=1)([CH3:1])[CH3:3]. The yield is 0.240. (6) The reactants are CO[C:3]1[CH:24]=[CH:23][C:6]2[NH:7][C:8](S(CC3C(C)=C(OC)C(C)=CN=3)=O)=[N:9][C:5]=2[CH:4]=1.C(N(CC)CC)C.ClC(OCC1C=CC=CC=1)=O.O. The catalyst is ClCCl. The product is [NH:7]1[C:6]2[CH:23]=[CH:24][CH:3]=[CH:4][C:5]=2[N:9]=[CH:8]1. The yield is 0.590. (7) The reactants are [CH3:1][O:2][C:3]1[CH:12]=[C:11]2[C:6]([CH2:7][CH2:8][C:9](=O)[CH2:10]2)=[CH:5][CH:4]=1.[N+](C1C=CC=CC=1S([N:26]([CH2:36][C:37]1[CH:42]=[CH:41][CH:40]=[CH:39][N:38]=1)[CH2:27][C:28]1[CH:33]=[CH:32][C:31]([CH2:34][NH2:35])=[CH:30][CH:29]=1)(=O)=O)([O-])=O.[BH3-][C:44]#[N:45].[Na+].C(OC)(OC)OC. The catalyst is CO.C(O)(=O)C. The product is [N:38]1[CH:39]=[CH:40][CH:41]=[CH:42][C:37]=1[CH2:36][NH:26][CH2:27][C:28]1[CH:29]=[CH:30][C:31]([CH2:34][N:35]([CH2:28][C:27]2[NH:26][CH:36]=[CH:44][N:45]=2)[CH:9]2[CH2:8][CH2:7][C:6]3[C:11](=[CH:12][C:3]([O:2][CH3:1])=[CH:4][CH:5]=3)[CH2:10]2)=[CH:32][CH:33]=1. The yield is 0.750. (8) The reactants are C(N(CC)CC)C.[CH3:8][O:9][C:10]1[C:15]([NH2:16])=[CH:14][C:13]([C:17]2([CH3:20])[CH2:19][CH2:18]2)=[CH:12][C:11]=1[NH2:21].[CH3:22][S:23](Cl)(=[O:25])=[O:24]. The catalyst is C(Cl)Cl. The product is [NH2:21][C:11]1[C:10]([O:9][CH3:8])=[C:15]([NH:16][S:23]([CH3:22])(=[O:25])=[O:24])[CH:14]=[C:13]([C:17]2([CH3:20])[CH2:19][CH2:18]2)[CH:12]=1. The yield is 0.510. (9) The reactants are [CH3:1][O:2][C:3]1[CH:4]=[C:5]([OH:9])[CH:6]=[CH:7][CH:8]=1.F[C:11]1[CH:16]=[CH:15][CH:14]=[CH:13][C:12]=1[N+:17]([O-:19])=[O:18].[CH3:20][O:21][C:22]1[CH:23]=[C:24]([CH:33]=[CH:34][CH:35]=1)[O:25][C:26]1[CH:32]=[CH:31][CH:30]=[CH:29][C:27]=1[NH2:28].[NH2:36][C:37]1[S:38][CH:39]=[CH:40][N:41]=1. No catalyst specified. The product is [CH3:1][O:2][C:3]1[CH:4]=[C:5]([CH:6]=[CH:7][CH:8]=1)[O:9][C:11]1[CH:16]=[CH:15][CH:14]=[CH:13][C:12]=1[N+:17]([O-:19])=[O:18].[CH3:20][O:21][C:22]1[CH:23]=[C:24]([CH:33]=[CH:34][CH:35]=1)[O:25][C:26]1[CH:32]=[CH:31][CH:30]=[CH:29][C:27]=1[NH:28][C:5]([NH:36][C:37]1[S:38][CH:39]=[CH:40][N:41]=1)=[O:9]. The yield is 0.690. (10) The reactants are [C:1]([C:5]1[CH:10]=[CH:9][CH:8]=[CH:7][C:6]=1[N:11]1[CH2:16][CH2:15][N:14]([C:17]([C:19]2[CH:25]=[CH:24][C:22]([NH2:23])=[CH:21][CH:20]=2)=[O:18])[CH2:13][CH2:12]1)([CH3:4])([CH3:3])[CH3:2].Cl[CH2:27][CH2:28][N:29]=[C:30]=[O:31].[H-].[Na+].O. The catalyst is O1CCCC1. The product is [C:1]([C:5]1[CH:10]=[CH:9][CH:8]=[CH:7][C:6]=1[N:11]1[CH2:12][CH2:13][N:14]([C:17]([C:19]2[CH:25]=[CH:24][C:22]([N:23]3[CH2:27][CH2:28][NH:29][C:30]3=[O:31])=[CH:21][CH:20]=2)=[O:18])[CH2:15][CH2:16]1)([CH3:4])([CH3:2])[CH3:3]. The yield is 0.910.